Dataset: Full USPTO retrosynthesis dataset with 1.9M reactions from patents (1976-2016). Task: Predict the reactants needed to synthesize the given product. (1) Given the product [Br:1][C:2]1[CH:3]=[CH:4][C:5]([C:8]([N:12]([CH3:13])[CH3:11])=[O:10])=[N:6][CH:7]=1, predict the reactants needed to synthesize it. The reactants are: [Br:1][C:2]1[CH:3]=[CH:4][C:5]([C:8]([OH:10])=O)=[N:6][CH:7]=1.[CH3:11][NH:12][CH3:13].C(N(C(C)C)CC)(C)C.CN(C(ON1N=NC2C=CC=NC1=2)=[N+](C)C)C.F[P-](F)(F)(F)(F)F. (2) Given the product [Br:1][C:2]1[C:3]([C@@H:9]([NH2:18])[CH2:10][C:11]2[CH:16]=[CH:15][CH:14]=[C:13]([F:17])[CH:12]=2)=[N:4][C:5]([Br:8])=[CH:6][CH:7]=1, predict the reactants needed to synthesize it. The reactants are: [Br:1][C:2]1[C:3]([C@@H:9]([NH:18][S@](C(C)(C)C)=O)[CH2:10][C:11]2[CH:16]=[CH:15][CH:14]=[C:13]([F:17])[CH:12]=2)=[N:4][C:5]([Br:8])=[CH:6][CH:7]=1.Cl.